This data is from Forward reaction prediction with 1.9M reactions from USPTO patents (1976-2016). The task is: Predict the product of the given reaction. (1) Given the reactants Cl.[NH:2]1[CH2:5][CH:4]([NH:6][C:7]2[C:12]([F:13])=[CH:11][N:10]=[C:9]([C:14]3[C:22]4[C:17](=[N:18][CH:19]=[C:20]([Cl:23])[CH:21]=4)[N:16](S(C4C=CC(C)=CC=4)(=O)=O)[CH:15]=3)[N:8]=2)[CH2:3]1.CCN(C(C)C)C(C)C.[CH:43]1([CH2:48][S:49](Cl)(=[O:51])=[O:50])[CH2:47][CH2:46][CH2:45][CH2:44]1.N1CCOCC1, predict the reaction product. The product is: [Cl:23][C:20]1[CH:21]=[C:22]2[C:14]([C:9]3[N:8]=[C:7]([NH:6][CH:4]4[CH2:5][N:2]([S:49]([CH2:48][CH:43]5[CH2:47][CH2:46][CH2:45][CH2:44]5)(=[O:51])=[O:50])[CH2:3]4)[C:12]([F:13])=[CH:11][N:10]=3)=[CH:15][NH:16][C:17]2=[N:18][CH:19]=1. (2) Given the reactants [Br:1][C:2]1[CH:3]=[C:4]2[C:8](=[C:9]([C:12]([OH:14])=[O:13])[C:10]=1[F:11])[NH:7][CH2:6][CH2:5]2, predict the reaction product. The product is: [Br:1][C:2]1[CH:3]=[C:4]2[C:8](=[C:9]([C:12]([OH:14])=[O:13])[C:10]=1[F:11])[NH:7][CH:6]=[CH:5]2. (3) Given the reactants Cl[C:2]1[CH:6]=[CH:5][S:4][C:3]=1[C:7](O)=O.C(N1C=CN=C1)(N1C=CN=C1)=[O:11].[NH:22]1[CH2:26][CH2:25][CH2:24][C@H:23]1[CH2:27][OH:28].[H-].[Na+], predict the reaction product. The product is: [S:4]1[CH:3]2[CH2:7][N:22]3[CH:26]=[CH:25][CH:24]=[C:23]3[C:27](=[O:11])[O:28][C@H:2]2[CH2:6][CH2:5]1. (4) The product is: [CH3:16][C:17]1([CH3:24])[CH2:22][N:21]2[C:9](=[O:11])[CH:8]=[C:7]([C:4]3[CH:5]=[CH:6][N:1]=[CH:2][N:3]=3)[N:23]=[C:20]2[NH:19][CH2:18]1. Given the reactants [N:1]1[CH:6]=[CH:5][C:4]([C:7](=O)[CH2:8][C:9]([O:11]CC)=O)=[N:3][CH:2]=1.Cl.[CH3:16][C:17]1([CH3:24])[CH2:22][NH:21][C:20]([NH2:23])=[N:19][CH2:18]1.C(=O)([O-])[O-].[K+].[K+], predict the reaction product.